From a dataset of Forward reaction prediction with 1.9M reactions from USPTO patents (1976-2016). Predict the product of the given reaction. (1) Given the reactants C(OC([NH:8][C:9]1[CH:10]=[C:11]([CH:41]=[CH:42][C:43]=1[O:44][CH3:45])[C:12]([O:14][C@H:15]([C:26]1[CH:31]=[CH:30][C:29]([O:32][CH:33]([F:35])[F:34])=[C:28]([O:36][CH2:37][CH:38]2[CH2:40][CH2:39]2)[CH:27]=1)[CH2:16][C:17]1[C:22]([Cl:23])=[CH:21][N+:20]([O-:24])=[CH:19][C:18]=1[Cl:25])=[O:13])=O)(C)(C)C, predict the reaction product. The product is: [NH2:8][C:9]1[CH:10]=[C:11]([CH:41]=[CH:42][C:43]=1[O:44][CH3:45])[C:12]([O:14][C@H:15]([C:26]1[CH:31]=[CH:30][C:29]([O:32][CH:33]([F:35])[F:34])=[C:28]([O:36][CH2:37][CH:38]2[CH2:39][CH2:40]2)[CH:27]=1)[CH2:16][C:17]1[C:22]([Cl:23])=[CH:21][N+:20]([O-:24])=[CH:19][C:18]=1[Cl:25])=[O:13]. (2) Given the reactants Cl[C:2]1[C:11]2[C:6](=[CH:7][C:8]([O:14][CH2:15][CH2:16][CH2:17][N:18]3[CH2:22][CH2:21][CH2:20][CH2:19]3)=[C:9]([O:12][CH3:13])[CH:10]=2)[N:5]=[CH:4][N:3]=1.[F:23][C:24]1[CH:32]=[C:31]2[C:27]([CH:28]=[C:29]([CH3:33])[NH:30]2)=[CH:26][C:25]=1[OH:34].C(=O)([O-])[O-].[K+].[K+], predict the reaction product. The product is: [F:23][C:24]1[CH:32]=[C:31]2[C:27]([CH:28]=[C:29]([CH3:33])[NH:30]2)=[CH:26][C:25]=1[O:34][C:2]1[C:11]2[C:6](=[CH:7][C:8]([O:14][CH2:15][CH2:16][CH2:17][N:18]3[CH2:22][CH2:21][CH2:20][CH2:19]3)=[C:9]([O:12][CH3:13])[CH:10]=2)[N:5]=[CH:4][N:3]=1. (3) Given the reactants [CH3:1][C:2]1([CH3:36])[CH2:7][NH:6][CH2:5][CH2:4][N:3]1[CH2:8][C:9]1[N:10]([CH3:35])[C:11]2[C:16]([N:17]=1)=[C:15]([N:18]1[CH2:23][CH2:22][O:21][CH2:20][CH2:19]1)[N:14]=[C:13]([N:24]1[C:28]3[CH:29]=[CH:30][CH:31]=[CH:32][C:27]=3[N:26]=[C:25]1[CH2:33][CH3:34])[N:12]=2.[C:37](O)(=[O:41])[C@@H:38]([CH3:40])[OH:39].CN(C(ON1N=NC2C=CC=NC1=2)=[N+](C)C)C.F[P-](F)(F)(F)(F)F.CCN(C(C)C)C(C)C, predict the reaction product. The product is: [CH2:33]([C:25]1[N:24]([C:13]2[N:12]=[C:11]3[C:16]([N:17]=[C:9]([CH2:8][N:3]4[CH2:4][CH2:5][N:6]([C:37](=[O:41])[C@H:38]([OH:39])[CH3:40])[CH2:7][C:2]4([CH3:1])[CH3:36])[N:10]3[CH3:35])=[C:15]([N:18]3[CH2:23][CH2:22][O:21][CH2:20][CH2:19]3)[N:14]=2)[C:28]2[CH:29]=[CH:30][CH:31]=[CH:32][C:27]=2[N:26]=1)[CH3:34]. (4) Given the reactants [NH2:1][C:2]1[CH:14]=[C:13]([CH2:15][CH2:16][C:17]2[CH:22]=[CH:21][CH:20]=[CH:19][CH:18]=2)[CH:12]=[CH:11][C:3]=1[C:4]([O:6][C:7]([CH3:10])([CH3:9])[CH3:8])=[O:5].Br[C:24]1[CH:29]=[CH:28][C:27]([N:30]2[CH2:35][CH2:34][O:33][CH2:32][CH2:31]2)=[CH:26][CH:25]=1.C(=O)([O-])[O-].[Cs+].[Cs+].C1(P(C2CCCCC2)C2C=CC=CC=2C2C(C(C)C)=CC(C(C)C)=CC=2C(C)C)CCCCC1, predict the reaction product. The product is: [O:33]1[CH2:34][CH2:35][N:30]([C:27]2[CH:28]=[CH:29][C:24]([NH:1][C:2]3[CH:14]=[C:13]([CH2:15][CH2:16][C:17]4[CH:18]=[CH:19][CH:20]=[CH:21][CH:22]=4)[CH:12]=[CH:11][C:3]=3[C:4]([O:6][C:7]([CH3:10])([CH3:9])[CH3:8])=[O:5])=[CH:25][CH:26]=2)[CH2:31][CH2:32]1. (5) Given the reactants [Cl:1][C:2]1[CH:32]=[CH:31][CH:30]=[C:29]([Cl:33])[C:3]=1[C:4]([NH:6][C@H:7]([C:26]([OH:28])=[O:27])[CH2:8][C:9]1[CH:14]=[CH:13][C:12]([O:15][CH2:16][CH2:17][CH2:18][NH:19][C:20]2[CH:25]=[CH:24][CH:23]=[CH:22][N:21]=2)=[CH:11][CH:10]=1)=[O:5].C1CCC(N=C=NC2CCCCC2)CC1.[N:49]1([CH2:55][CH2:56]O)[CH2:54][CH2:53][O:52][CH2:51][CH2:50]1, predict the reaction product. The product is: [Cl:1][C:2]1[CH:32]=[CH:31][CH:30]=[C:29]([Cl:33])[C:3]=1[C:4]([NH:6][C@H:7]([C:26]([O:28][CH2:56][CH2:55][N:49]1[CH2:54][CH2:53][O:52][CH2:51][CH2:50]1)=[O:27])[CH2:8][C:9]1[CH:14]=[CH:13][C:12]([O:15][CH2:16][CH2:17][CH2:18][NH:19][C:20]2[CH:25]=[CH:24][CH:23]=[CH:22][N:21]=2)=[CH:11][CH:10]=1)=[O:5]. (6) Given the reactants C(S)CCCCCCC.C([Li])CCC.[C:15]([C:17]1[CH:22]=[CH:21][C:20]([CH2:23][CH2:24][N:25]2[CH2:30][CH2:29][C:28]([CH2:32][O:33][C:34]3[CH:43]=[CH:42][C:37]([C:38]([O:40]C)=[O:39])=[CH:36][CH:35]=3)([OH:31])[CH2:27][CH2:26]2)=[CH:19][CH:18]=1)#[N:16], predict the reaction product. The product is: [C:15]([C:17]1[CH:18]=[CH:19][C:20]([CH2:23][CH2:24][N:25]2[CH2:26][CH2:27][C:28]([CH2:32][O:33][C:34]3[CH:35]=[CH:36][C:37]([C:38]([OH:40])=[O:39])=[CH:42][CH:43]=3)([OH:31])[CH2:29][CH2:30]2)=[CH:21][CH:22]=1)#[N:16]. (7) Given the reactants [ClH:1].[O:2]=[C:3]1[N:7]([CH:8]2[CH2:13][CH2:12][NH:11][CH2:10][CH2:9]2)[C:6]2[CH:14]=[C:15]([C:18]#[N:19])[CH:16]=[CH:17][C:5]=2[O:4]1.C([BH3-])#N.[CH3:23][O:24][CH2:25][CH:26]1[CH2:31][CH2:30][C:29](=O)[CH2:28][CH2:27]1.C(O)(=O)C, predict the reaction product. The product is: [ClH:1].[CH3:23][O:24][CH2:25][CH:26]1[CH2:31][CH2:30][CH:29]([N:11]2[CH2:10][CH2:9][CH:8]([N:7]3[C:6]4[CH:14]=[C:15]([C:18]#[N:19])[CH:16]=[CH:17][C:5]=4[O:4][C:3]3=[O:2])[CH2:13][CH2:12]2)[CH2:28][CH2:27]1.